This data is from Full USPTO retrosynthesis dataset with 1.9M reactions from patents (1976-2016). The task is: Predict the reactants needed to synthesize the given product. (1) Given the product [Br:10][C:11]1[CH:16]=[CH:15][C:14]([NH:18][CH2:19][C@@H:20]2[CH2:24][CH2:23][CH2:22][NH:21]2)=[CH:13][CH:12]=1, predict the reactants needed to synthesize it. The reactants are: O.P([O-])([O-])([O-])=O.[K+].[K+].[K+].[Br:10][C:11]1[CH:16]=[CH:15][C:14](I)=[CH:13][CH:12]=1.[NH2:18][CH2:19][C@@H:20]1[CH2:24][CH2:23][CH2:22][N:21]1C(OC(C)(C)C)=O.C(N(CC)C(=O)C1C(=CC=CC=1)O)C.Cl. (2) The reactants are: Cl[C:2](OC1C=CC=CC=1)=[O:3].[NH2:11][C:12]1[CH:20]=[CH:19][C:15]2[N:16]=[CH:17][NH:18][C:14]=2[CH:13]=1.[NH2:21][CH2:22][C:23](=O)[C:24]([CH3:27])([CH3:26])[CH3:25]. Given the product [C:24]([CH:23]1[N:11]([C:12]2[CH:20]=[CH:19][C:15]3[NH:16][CH:17]=[N:18][C:14]=3[CH:13]=2)[C:2](=[O:3])[NH:21][CH2:22]1)([CH3:27])([CH3:26])[CH3:25], predict the reactants needed to synthesize it. (3) Given the product [Cl:1][C:2]1[CH:7]=[CH:6][CH:5]=[CH:4][C:3]=1[C:8]1[CH:9]=[C:10]([C:11]([F:14])([F:13])[F:12])[N:29]2[N:30]=[CH:31][C:32]([C:33]#[N:34])=[C:28]2[N:27]=1, predict the reactants needed to synthesize it. The reactants are: [Cl:1][C:2]1[CH:7]=[CH:6][CH:5]=[CH:4][C:3]=1[C:8](=O)[CH2:9][C:10](=O)[C:11]([F:14])([F:13])[F:12].ClCC(C1C=CC=CC=1)=O.[NH2:27][C:28]1[C:32]([C:33]#[N:34])=[CH:31][NH:30][N:29]=1. (4) Given the product [Cl:24][C:18]1[C:19]([Cl:23])=[CH:20][CH:21]=[CH:22][C:17]=1[CH2:16][C:12]1[N:11]2[CH2:25][CH2:26][N:27]([CH:30]([CH3:32])[CH3:31])[C:28](=[O:29])[C:10]2=[C:9]([OH:8])[C:14](=[O:15])[N:13]=1, predict the reactants needed to synthesize it. The reactants are: C([O:8][C:9]1[C:14](=[O:15])[N:13]=[C:12]([CH2:16][C:17]2[CH:22]=[CH:21][CH:20]=[C:19]([Cl:23])[C:18]=2[Cl:24])[N:11]2[CH2:25][CH2:26][N:27]([CH:30]([CH3:32])[CH3:31])[C:28](=[O:29])[C:10]=12)C1C=CC=CC=1.Cl.